This data is from Reaction yield outcomes from USPTO patents with 853,638 reactions. The task is: Predict the reaction yield, written as a fraction of the theoretical maximum amount of product (1.0 means a 100% yield; for example, 0.34 means a 34% yield). The reactants are [CH3:1][O:2][C:3]1[CH:8]=[CH:7][C:6]([CH2:9][CH2:10][CH2:11][C:12]([OH:14])=O)=[CH:5][C:4]=1[CH3:15]. The catalyst is CS(O)(=O)=O. The product is [CH3:1][O:2][C:3]1[CH:8]=[C:7]2[C:6]([CH2:9][CH2:10][CH2:11][C:12]2=[O:14])=[CH:5][C:4]=1[CH3:15]. The yield is 0.880.